Dataset: Merck oncology drug combination screen with 23,052 pairs across 39 cell lines. Task: Regression. Given two drug SMILES strings and cell line genomic features, predict the synergy score measuring deviation from expected non-interaction effect. Drug 1: Cn1nnc2c(C(N)=O)ncn2c1=O. Drug 2: Cn1cc(-c2cnn3c(N)c(Br)c(C4CCCNC4)nc23)cn1. Cell line: RPMI7951. Synergy scores: synergy=22.0.